Dataset: Forward reaction prediction with 1.9M reactions from USPTO patents (1976-2016). Task: Predict the product of the given reaction. (1) Given the reactants ClC1C=CC(N2C([CH:17]([CH:21]3[CH2:26][CH2:25][CH2:24][CH2:23][CH2:22]3)[C:18]([OH:20])=[O:19])=C3C(CCCC3)=N2)=CC=1.N1C=CC=CC=1.FC(F)(F)C(O[C:38]1[C:43]([F:44])=[C:42]([F:45])[C:41]([F:46])=[C:40]([F:47])[C:39]=1[F:48])=O.C1COCC1.CS(C)=O, predict the reaction product. The product is: [F:44][C:43]1[C:38]([O:20][C:18](=[O:19])[CH2:17][CH:21]2[CH2:22][CH2:23][CH2:24][CH2:25][CH2:26]2)=[C:39]([F:48])[C:40]([F:47])=[C:41]([F:46])[C:42]=1[F:45]. (2) Given the reactants [C:1]1([CH3:11])[CH:6]=CC(S(Cl)(=O)=O)=C[CH:2]=1.[CH3:12][C:13]1[CH:14]=[CH:15][C:16]([S:19]([OH:22])(=[O:21])=[O:20])=[CH:17][CH:18]=1.[OH2:23].[C:24]([O-:27])(O)=[O:25].[Na+].[N:29]1[CH:34]=[CH:33][CH:32]=[CH:31][CH:30]=1, predict the reaction product. The product is: [OH:23][CH2:30][C@@H:31]1[CH2:32][C@@H:33]([O:20][S:19]([C:16]2[CH:15]=[CH:14][C:13]([CH3:12])=[CH:18][CH:17]=2)(=[O:22])=[O:21])[CH2:34][N:29]1[C:24]([O:27][C:1]([CH3:11])([CH3:6])[CH3:2])=[O:25]. (3) Given the reactants [CH3:1][N:2]1[CH2:7][CH:6]=[C:5]([C:8](OCC)=[O:9])[CH2:4][CH2:3]1.[H-].[Al+3].[Li+].[H-].[H-].[H-].O.O.O.O.O.O.O.O.O.O.S([O-])([O-])(=O)=O.[Na+].[Na+], predict the reaction product. The product is: [CH3:1][N:2]1[CH2:3][CH:4]=[C:5]([CH:8]=[O:9])[CH2:6][CH2:7]1. (4) Given the reactants [F-].C([N+](CCCC)(CCCC)CCCC)CCC.[C:19]1([C:25]2[CH:26]=[C:27]3[C:31](=[CH:32][C:33]=2[C:34]2[CH:39]=[CH:38][CH:37]=[CH:36][CH:35]=2)[N:30](COCC[Si](C)(C)C)[N:29]=[C:28]3[NH:48][C:49](=[O:53])[CH2:50][CH2:51][CH3:52])[CH:24]=[CH:23][CH:22]=[CH:21][CH:20]=1.C(OCC)(=O)C, predict the reaction product. The product is: [C:19]1([C:25]2[CH:26]=[C:27]3[C:31](=[CH:32][C:33]=2[C:34]2[CH:35]=[CH:36][CH:37]=[CH:38][CH:39]=2)[NH:30][N:29]=[C:28]3[NH:48][C:49](=[O:53])[CH2:50][CH2:51][CH3:52])[CH:24]=[CH:23][CH:22]=[CH:21][CH:20]=1. (5) Given the reactants [I-].[CH:2](P(C1C=CC=CC=1)(C1C=CC=CC=1)C1C=CC=CC=1)([CH3:4])[CH3:3].C([Li])CCC.[CH3:29][C:30]1[CH:35]=[C:34]([C:36]#[C:37][CH:38]=O)[N:33]=[C:32]([O:40][C:41]2[N:45]([CH3:46])[N:44]=[C:43]([C:47]([F:50])([F:49])[F:48])[CH:42]=2)[CH:31]=1, predict the reaction product. The product is: [CH3:29][C:30]1[CH:35]=[C:34]([C:36]#[C:37][CH:38]=[C:2]([CH3:4])[CH3:3])[N:33]=[C:32]([O:40][C:41]2[N:45]([CH3:46])[N:44]=[C:43]([C:47]([F:50])([F:49])[F:48])[CH:42]=2)[CH:31]=1. (6) Given the reactants [C:1]1([C:7]2[N:12]=[C:11]([CH:13]=O)[CH:10]=[CH:9][C:8]=2[C:15]2[CH:20]=[CH:19][C:18]([CH2:21][CH2:22][CH3:23])=[CH:17][CH:16]=2)[CH:6]=[CH:5][CH:4]=[CH:3][CH:2]=1.[NH2:24][CH2:25][CH2:26][CH2:27][P:28](=[O:31])([OH:30])[OH:29].[BH3-]C#N.[Na+], predict the reaction product. The product is: [C:1]1([C:7]2[N:12]=[C:11]([CH2:13][NH:24][CH2:25][CH2:26][CH2:27][P:28](=[O:29])([OH:31])[OH:30])[CH:10]=[CH:9][C:8]=2[C:15]2[CH:20]=[CH:19][C:18]([CH2:21][CH2:22][CH3:23])=[CH:17][CH:16]=2)[CH:6]=[CH:5][CH:4]=[CH:3][CH:2]=1. (7) Given the reactants [N:1]([CH2:4][CH2:5][CH2:6][C:7]1[C:15]2[C:10](=[CH:11][CH:12]=[CH:13][C:14]=2[NH:16][C:17]2[C:25]3[C:20](=[CH:21][N:22]=[CH:23][CH:24]=3)[O:19][C:18]=2[C:26]2[N:31]=[CH:30][CH:29]=[CH:28][N:27]=2)[N:9]([C:32]([O:34][C:35]([CH3:38])([CH3:37])[CH3:36])=[O:33])[N:8]=1)=[N+]=[N-], predict the reaction product. The product is: [NH2:1][CH2:4][CH2:5][CH2:6][C:7]1[C:15]2[C:10](=[CH:11][CH:12]=[CH:13][C:14]=2[NH:16][C:17]2[C:25]3[C:20](=[CH:21][N:22]=[CH:23][CH:24]=3)[O:19][C:18]=2[C:26]2[N:31]=[CH:30][CH:29]=[CH:28][N:27]=2)[N:9]([C:32]([O:34][C:35]([CH3:38])([CH3:37])[CH3:36])=[O:33])[N:8]=1.